This data is from Reaction yield outcomes from USPTO patents with 853,638 reactions. The task is: Predict the reaction yield, written as a fraction of the theoretical maximum amount of product (1.0 means a 100% yield; for example, 0.34 means a 34% yield). (1) The reactants are [CH2:1]([O:8][CH2:9][CH2:10][CH:11]1[CH2:20][CH2:19][C:14]2(OCC[O:15]2)[CH2:13][CH2:12]1)[C:2]1[CH:7]=[CH:6][CH:5]=[CH:4][CH:3]=1.O.CC1C=CC(S(O)(=O)=O)=CC=1. The catalyst is CC(C)=O. The product is [CH2:1]([O:8][CH2:9][CH2:10][CH:11]1[CH2:12][CH2:13][C:14](=[O:15])[CH2:19][CH2:20]1)[C:2]1[CH:7]=[CH:6][CH:5]=[CH:4][CH:3]=1. The yield is 0.970. (2) The reactants are C1C=CC(P(C2C(C3C(P(C4C=CC=CC=4)C4C=CC=CC=4)=CC=C4C=3C=CC=C4)=C3C(C=CC=C3)=CC=2)C2C=CC=CC=2)=CC=1.C(=O)([O-])[O-].[Cs+].[Cs+].Br[C:54]1[CH:59]=[CH:58][CH:57]=[C:56]([Br:60])[CH:55]=1.[O:61]1[CH2:66][CH2:65][CH2:64][CH2:63][CH:62]1[O:67][CH:68]1[CH2:72][CH2:71][NH:70][CH2:69]1. The catalyst is C1(C)C=CC=CC=1.C([O-])(=O)C.[Pd+2].C([O-])(=O)C. The product is [Br:60][C:56]1[CH:55]=[C:54]([N:70]2[CH2:71][CH2:72][CH:68]([O:67][CH:62]3[CH2:63][CH2:64][CH2:65][CH2:66][O:61]3)[CH2:69]2)[CH:59]=[CH:58][CH:57]=1. The yield is 0.130. (3) The reactants are [CH3:1][C:2]([C@H:4]1[C@@H:8]2[C@@H:9]3[C@@:22]([CH3:25])([CH2:23][CH2:24][C@@:7]2([CH2:31][OH:32])[CH2:6][CH2:5]1)[C@@:21]1([CH3:26])[C@@H:12]([C@:13]2([CH3:30])[C@@H:18]([CH2:19][CH2:20]1)[C:17]([CH3:28])([CH3:27])[C@@H:16]([OH:29])[CH2:15][CH2:14]2)[CH2:11][CH2:10]3)=[CH2:3].CC(C)=O.OS(O)(=O)=O.O=[Cr](=O)=O.CO.O. The catalyst is CC(C)=O. The product is [CH3:3][C:2]([C@H:4]1[C@@H:8]2[C@@H:9]3[C@@:22]([CH3:25])([CH2:23][CH2:24][C@@:7]2([CH:31]=[O:32])[CH2:6][CH2:5]1)[C@@:21]1([CH3:26])[C@@H:12]([C@:13]2([CH3:30])[C@@H:18]([CH2:19][CH2:20]1)[C:17]([CH3:28])([CH3:27])[C:16](=[O:29])[CH2:15][CH2:14]2)[CH2:11][CH2:10]3)=[CH2:1]. The yield is 0.0600. (4) The yield is 0.590. The product is [CH3:28][N:25]1[C:26]2[CH:27]=[C:19]([N:12]3[CH:13]=[CH:14][C:9]([C:6]4[CH:7]=[N:8][C:3]([C:2]([F:1])([F:16])[F:17])=[CH:4][CH:5]=4)=[CH:10][C:11]3=[O:15])[CH:20]=[CH:21][C:22]=2[C:23]2[CH2:32][N:31]([C:33]([O:35][C:36]([CH3:39])([CH3:38])[CH3:37])=[O:34])[CH2:30][CH2:29][C:24]1=2. The reactants are [F:1][C:2]([F:17])([F:16])[C:3]1[N:8]=[CH:7][C:6]([C:9]2[CH:14]=[CH:13][NH:12][C:11](=[O:15])[CH:10]=2)=[CH:5][CH:4]=1.Br[C:19]1[CH:20]=[CH:21][C:22]2[C:23]3[CH2:32][N:31]([C:33]([O:35][C:36]([CH3:39])([CH3:38])[CH3:37])=[O:34])[CH2:30][CH2:29][C:24]=3[N:25]([CH3:28])[C:26]=2[CH:27]=1. No catalyst specified. (5) The reactants are I[C:2]1[C:3]([NH2:8])=[N:4][CH:5]=[CH:6][CH:7]=1.[C:9]([O:15][CH3:16])(=[O:14])[CH2:10][C:11]([CH3:13])=O.C1(C2C(O)=CC=C3C=2C=CC=C3)C(O)=CC=C2C=1C=CC=C2.C(=O)([O-])[O-].[Cs+].[Cs+]. The catalyst is CS(C)=O.[Cu](I)I.C(OCC)(=O)C. The product is [CH3:13][C:11]1[NH:8][C:3]2=[N:4][CH:5]=[CH:6][CH:7]=[C:2]2[C:10]=1[C:9]([O:15][CH3:16])=[O:14]. The yield is 0.214. (6) The reactants are Br[C:2]1[N:7]=[C:6]([NH:8][C:9]([NH:11][CH2:12][C:13]2[C:18]([O:19][CH3:20])=[CH:17][CH:16]=[CH:15][C:14]=2[O:21][CH3:22])=[NH:10])[CH:5]=[CH:4][CH:3]=1.[Br-].[CH2:24]([Zn+])[C:25]1[CH:30]=[CH:29][CH:28]=[CH:27][CH:26]=1.C([O-])(=O)C. The catalyst is [Pd].C1C=CC(P(C2C=CC=CC=2)[C-]2C=CC=C2)=CC=1.C1C=CC(P(C2C=CC=CC=2)[C-]2C=CC=C2)=CC=1.Cl[Pd]Cl.[Fe+2].C(Cl)Cl. The product is [CH2:24]([C:2]1[N:7]=[C:6]([NH:8][C:9]([NH:11][CH2:12][C:13]2[C:18]([O:19][CH3:20])=[CH:17][CH:16]=[CH:15][C:14]=2[O:21][CH3:22])=[NH:10])[CH:5]=[CH:4][CH:3]=1)[C:25]1[CH:30]=[CH:29][CH:28]=[CH:27][CH:26]=1. The yield is 0.400. (7) The reactants are [OH:1][C:2]1[CH:10]=[C:9]2[C:5]([CH:6]=[N:7][N:8]2[CH2:11][C@@H:12]([NH:14][C:15](=[O:24])[O:16][CH2:17][C:18]2[CH:23]=[CH:22][CH:21]=[CH:20][CH:19]=2)[CH3:13])=[CH:4][CH:3]=1.C(=O)([O-])[O-].[K+].[K+].[CH2:31](Br)[C:32]#[CH:33]. The catalyst is CC(C)=O. The product is [CH3:13][C@H:12]([NH:14][C:15](=[O:24])[O:16][CH2:17][C:18]1[CH:23]=[CH:22][CH:21]=[CH:20][CH:19]=1)[CH2:11][N:8]1[C:9]2[C:5](=[CH:4][CH:3]=[C:2]([O:1][CH2:33][C:32]#[CH:31])[CH:10]=2)[CH:6]=[N:7]1. The yield is 0.740. (8) The reactants are [CH2:1]([NH2:3])[CH3:2].C(N(CC)CC)C.[F:11][C:12]1[CH:20]=[CH:19][C:15]([C:16](Cl)=[O:17])=[CH:14][CH:13]=1. The catalyst is C(Cl)Cl.O. The product is [CH2:1]([NH:3][C:16](=[O:17])[C:15]1[CH:19]=[CH:20][C:12]([F:11])=[CH:13][CH:14]=1)[CH3:2]. The yield is 1.00. (9) The reactants are [CH:1]1[C:13]2CC3[C:6](=[CH:7][CH:8]=[CH:9][CH:10]=3)[C:5]=2[CH:4]=[CH:3][CH:2]=1.[CH3:14][C:15]([CH3:18])([O-])[CH3:16].[K+].IC. The catalyst is CS(C)=O. The product is [CH3:14][C:15]1([CH3:18])[C:13]2[CH:1]=[CH:2][CH:3]=[CH:4][C:5]=2[C:6]2[C:16]1=[CH:10][CH:9]=[CH:8][CH:7]=2. The yield is 0.815. (10) The reactants are N#N.Cl[C:4]1[N:5]=[N+:6]([O-:19])[C:7]2[CH:13]=[C:12]([O:14][CH2:15][CH2:16][O:17][CH3:18])[CH:11]=[CH:10][C:8]=2[N:9]=1.[CH2:20]([Sn](CC)(CC)CC)[CH3:21]. The catalyst is CN(C=O)C.C1C=CC([P]([Pd]([P](C2C=CC=CC=2)(C2C=CC=CC=2)C2C=CC=CC=2)([P](C2C=CC=CC=2)(C2C=CC=CC=2)C2C=CC=CC=2)[P](C2C=CC=CC=2)(C2C=CC=CC=2)C2C=CC=CC=2)(C2C=CC=CC=2)C2C=CC=CC=2)=CC=1. The product is [CH2:20]([C:4]1[N:5]=[N+:6]([O-:19])[C:7]2[CH:13]=[C:12]([O:14][CH2:15][CH2:16][O:17][CH3:18])[CH:11]=[CH:10][C:8]=2[N:9]=1)[CH3:21]. The yield is 0.560.